Dataset: Full USPTO retrosynthesis dataset with 1.9M reactions from patents (1976-2016). Task: Predict the reactants needed to synthesize the given product. (1) Given the product [C:14]([NH:18][C:19]([N:21]1[CH2:26][CH2:25][N:24]2[C:27]([CH:34]3[CH2:35][CH2:36]3)=[C:28]([C:5]3[CH:6]=[CH:7][CH:8]=[C:3]([C:2]([F:13])([F:12])[F:1])[CH:4]=3)[C:29]([C:30]([NH2:32])=[O:31])=[C:23]2[CH2:22]1)=[O:20])([CH3:17])([CH3:15])[CH3:16], predict the reactants needed to synthesize it. The reactants are: [F:1][C:2]([F:13])([F:12])[C:3]1[CH:4]=[C:5](B(O)O)[CH:6]=[CH:7][CH:8]=1.[C:14]([NH:18][C:19]([N:21]1[CH2:26][CH2:25][N:24]2[C:27]([CH:34]3[CH2:36][CH2:35]3)=[C:28](Br)[C:29]([C:30]([NH2:32])=[O:31])=[C:23]2[CH2:22]1)=[O:20])([CH3:17])([CH3:16])[CH3:15].C(=O)([O-])[O-].[Na+].[Na+].ClCCl. (2) The reactants are: [Cl:1][C:2]1[CH:7]=[CH:6][C:5]([C:8]2[NH:12][C:11](=[O:13])[N:10]([CH2:14][C:15]([NH:17][CH2:18][C:19]3[CH:24]=[CH:23][CH:22]=[CH:21][C:20]=3[C:25]([F:28])([F:27])[F:26])=[O:16])[N:9]=2)=[CH:4][CH:3]=1.C(=O)([O-])[O-].[Cs+].[Cs+].I[CH2:36][CH2:37][Cl:38]. Given the product [Cl:38][CH2:37][CH2:36][N:12]1[C:11](=[O:13])[N:10]([CH2:14][C:15]([NH:17][CH2:18][C:19]2[CH:24]=[CH:23][CH:22]=[CH:21][C:20]=2[C:25]([F:26])([F:27])[F:28])=[O:16])[N:9]=[C:8]1[C:5]1[CH:6]=[CH:7][C:2]([Cl:1])=[CH:3][CH:4]=1, predict the reactants needed to synthesize it. (3) Given the product [CH3:1][O:2][NH:3][C:4]([C:6]1[C:7](=[O:38])[C:8]2[CH:13]=[N:12][C:11]([NH:14][C:15]3[CH:16]=[CH:17][C:18]([CH:21]4[CH2:26][CH2:25][N:24]([CH:40]([CH3:42])[CH3:39])[CH2:23][CH2:22]4)=[CH:19][CH:20]=3)=[N:10][C:9]=2[N:27]([C:29]2[CH:30]=[C:31]3[C:35](=[CH:36][CH:37]=2)[CH2:34][CH2:33][CH2:32]3)[CH:28]=1)=[O:5], predict the reactants needed to synthesize it. The reactants are: [CH3:1][O:2][NH:3][C:4]([C:6]1[C:7](=[O:38])[C:8]2[CH:13]=[N:12][C:11]([NH:14][C:15]3[CH:20]=[CH:19][C:18]([CH:21]4[CH2:26][CH2:25][NH:24][CH2:23][CH2:22]4)=[CH:17][CH:16]=3)=[N:10][C:9]=2[N:27]([C:29]2[CH:30]=[C:31]3[C:35](=[CH:36][CH:37]=2)[CH2:34][CH2:33][CH2:32]3)[CH:28]=1)=[O:5].[CH3:39][C:40]([CH3:42])=O.C(O[BH-](OC(=O)C)OC(=O)C)(=O)C.[Na+].C(O)(=O)C. (4) Given the product [CH3:19][S:16]([C:8]1[CH:9]=[C:10]2[C:5](=[CH:6][CH:7]=1)[N:4]=[C:3]([C:20]1[CH:25]=[CH:24][C:23]([C:26]([F:28])([F:27])[F:29])=[CH:22][CH:21]=1)[C:2]([CH2:1][N:38]1[CH2:43][CH2:42][CH:41]([N:44]3[CH2:49][CH2:48][O:47][CH2:46][CH2:45]3)[CH2:40][CH2:39]1)=[C:11]2[C:12]([OH:14])=[O:13])(=[O:17])=[O:18], predict the reactants needed to synthesize it. The reactants are: [CH3:1][C:2]1[C:3]([C:20]2[CH:25]=[CH:24][C:23]([C:26]([F:29])([F:28])[F:27])=[CH:22][CH:21]=2)=[N:4][C:5]2[C:10]([C:11]=1[C:12]([O:14]C)=[O:13])=[CH:9][C:8]([S:16]([CH3:19])(=[O:18])=[O:17])=[CH:7][CH:6]=2.C1C(=O)N(Br)C(=O)C1.[NH:38]1[CH2:43][CH2:42][CH:41]([N:44]2[CH2:49][CH2:48][O:47][CH2:46][CH2:45]2)[CH2:40][CH2:39]1.[OH-].[K+]. (5) Given the product [CH:25]([O:24][C:3]1[CH:4]=[C:5]([CH:22]=[CH:23][C:2]=1[C:29]#[C:28][C:30]1[CH:35]=[CH:34][C:33]([C:36]([F:37])([F:38])[F:39])=[CH:32][CH:31]=1)[C:6]([NH:8][S:9]([C:12]1[CH:17]=[CH:16][CH:15]=[CH:14][C:13]=1[S:18](=[O:21])(=[O:20])[NH2:19])(=[O:11])=[O:10])=[O:7])([CH3:27])[CH3:26], predict the reactants needed to synthesize it. The reactants are: Br[C:2]1[CH:23]=[CH:22][C:5]([C:6]([NH:8][S:9]([C:12]2[CH:17]=[CH:16][CH:15]=[CH:14][C:13]=2[S:18](=[O:21])(=[O:20])[NH2:19])(=[O:11])=[O:10])=[O:7])=[CH:4][C:3]=1[O:24][CH:25]([CH3:27])[CH3:26].[C:28]([C:30]1[CH:35]=[CH:34][C:33]([C:36]([F:39])([F:38])[F:37])=[CH:32][CH:31]=1)#[CH:29].